This data is from Forward reaction prediction with 1.9M reactions from USPTO patents (1976-2016). The task is: Predict the product of the given reaction. Given the reactants [CH2:1]([O:6][C:7]1[CH:19]=[CH:18][C:17]2[C:16]3[C:11](=[CH:12][C:13]([CH2:20][CH2:21][C:22]4[CH:27]=[CH:26][C:25]([OH:28])=[C:24]([F:29])[CH:23]=4)=[CH:14][CH:15]=3)[CH2:10][C:9]=2[CH:8]=1)[CH2:2][CH2:3][CH2:4][CH3:5].[C:30](O)(=[O:33])[CH:31]=[CH2:32].Cl.C(N=C=NCCCN(C)C)C.O, predict the reaction product. The product is: [CH2:1]([O:6][C:7]1[CH:19]=[CH:18][C:17]2[C:16]3[C:11](=[CH:12][C:13]([CH2:20][CH2:21][C:22]4[CH:27]=[CH:26][C:25]([O:28][C:30](=[O:33])[CH:31]=[CH2:32])=[C:24]([F:29])[CH:23]=4)=[CH:14][CH:15]=3)[CH2:10][C:9]=2[CH:8]=1)[CH2:2][CH2:3][CH2:4][CH3:5].